Regression. Given two drug SMILES strings and cell line genomic features, predict the synergy score measuring deviation from expected non-interaction effect. From a dataset of NCI-60 drug combinations with 297,098 pairs across 59 cell lines. (1) Drug 1: CC1OCC2C(O1)C(C(C(O2)OC3C4COC(=O)C4C(C5=CC6=C(C=C35)OCO6)C7=CC(=C(C(=C7)OC)O)OC)O)O. Drug 2: COC1=CC(=CC(=C1O)OC)C2C3C(COC3=O)C(C4=CC5=C(C=C24)OCO5)OC6C(C(C7C(O6)COC(O7)C8=CC=CS8)O)O. Cell line: SK-MEL-5. Synergy scores: CSS=37.4, Synergy_ZIP=5.31, Synergy_Bliss=6.41, Synergy_Loewe=4.54, Synergy_HSA=9.95. (2) Drug 1: CC(CN1CC(=O)NC(=O)C1)N2CC(=O)NC(=O)C2. Drug 2: C1CCC(C(C1)N)N.C(=O)(C(=O)[O-])[O-].[Pt+4]. Cell line: MALME-3M. Synergy scores: CSS=15.9, Synergy_ZIP=-6.28, Synergy_Bliss=-4.81, Synergy_Loewe=-10.2, Synergy_HSA=-3.51. (3) Drug 1: CS(=O)(=O)C1=CC(=C(C=C1)C(=O)NC2=CC(=C(C=C2)Cl)C3=CC=CC=N3)Cl. Drug 2: CC1=CC2C(CCC3(C2CCC3(C(=O)C)OC(=O)C)C)C4(C1=CC(=O)CC4)C. Cell line: SW-620. Synergy scores: CSS=2.73, Synergy_ZIP=2.03, Synergy_Bliss=2.39, Synergy_Loewe=-1.05, Synergy_HSA=-1.43. (4) Drug 1: C1=NC2=C(N=C(N=C2N1C3C(C(C(O3)CO)O)F)Cl)N. Drug 2: CC=C1C(=O)NC(C(=O)OC2CC(=O)NC(C(=O)NC(CSSCCC=C2)C(=O)N1)C(C)C)C(C)C. Cell line: OVCAR3. Synergy scores: CSS=42.9, Synergy_ZIP=4.90, Synergy_Bliss=5.82, Synergy_Loewe=-20.8, Synergy_HSA=-0.217. (5) Drug 1: C1C(C(OC1N2C=NC3=C(N=C(N=C32)Cl)N)CO)O. Drug 2: CC1=C(C=C(C=C1)C(=O)NC2=CC(=CC(=C2)C(F)(F)F)N3C=C(N=C3)C)NC4=NC=CC(=N4)C5=CN=CC=C5. Cell line: OVCAR-8. Synergy scores: CSS=-0.829, Synergy_ZIP=-1.51, Synergy_Bliss=-5.11, Synergy_Loewe=-5.58, Synergy_HSA=-4.98.